Dataset: Forward reaction prediction with 1.9M reactions from USPTO patents (1976-2016). Task: Predict the product of the given reaction. (1) Given the reactants [CH:1]1([C:4]([N:6]2[CH2:10][CH2:9][C@@H:8]([CH2:11][C:12]3[O:13][C:14](=[O:22])[CH:15]4[CH:20]=[N:19][N:18]([CH3:21])[CH:16]4[N:17]=3)[CH2:7]2)=[O:5])[CH2:3][CH2:2]1.[Br:23][C:24]1[CH:30]=[CH:29][C:27]([NH2:28])=[CH:26][CH:25]=1.[Li+].CC([N-]C(C)C)C.C(NC(C)C)(C)C.[Li]CCCC.NC1C=CC=CC=1, predict the reaction product. The product is: [Br:23][C:24]1[CH:30]=[CH:29][C:27]([NH:28][C:14]([C:15]2[CH:20]=[N:19][N:18]([CH3:21])[C:16]=2[NH:17][C:12](=[O:13])[CH2:11][C@@H:8]2[CH2:9][CH2:10][N:6]([C:4]([CH:1]3[CH2:3][CH2:2]3)=[O:5])[CH2:7]2)=[O:22])=[CH:26][CH:25]=1. (2) Given the reactants [CH3:1][C:2]1[N:7]=[C:6]([OH:8])[CH:5]=[C:4]([CH3:9])[N:3]=1.[OH-].[Na+].[I:12]I, predict the reaction product. The product is: [I:12][C:5]1[C:6]([OH:8])=[N:7][C:2]([CH3:1])=[N:3][C:4]=1[CH3:9]. (3) Given the reactants [CH2:1]([O:3][C:4](=[O:29])[C:5]1[CH:10]=[CH:9][C:8]([N:11]2[CH:15]=[C:14]([C:16]3[CH:21]=[CH:20][CH:19]=[CH:18][C:17]=3[OH:22])[C:13]([C:23]#[N:24])=[CH:12]2)=[C:7](OC)[C:6]=1[O:27][CH3:28])[CH3:2].[C:30](=[O:33])([O-])[O-].[K+].[K+].BrC[CH2:38][CH2:39][O:40][CH3:41].O, predict the reaction product. The product is: [CH2:1]([O:3][C:4](=[O:29])[C:5]1[CH:10]=[CH:9][C:8]([N:11]2[CH:15]=[C:14]([C:16]3[CH:21]=[CH:20][CH:19]=[CH:18][C:17]=3[O:22][CH2:38][CH2:39][O:40][CH3:41])[C:13]([C:23]#[N:24])=[CH:12]2)=[CH:7][C:6]=1[O:27][CH2:28][O:33][CH3:30])[CH3:2]. (4) Given the reactants [NH:1]1[C:9]2[C:4](=[CH:5][CH:6]=[CH:7][CH:8]=2)[CH:3]=[CH:2]1.I[C:11]1[CH:16]=[CH:15][C:14]([CH3:17])=[CH:13][CH:12]=1, predict the reaction product. The product is: [CH3:17][C:14]1[CH:15]=[CH:16][C:11]([N:1]2[C:9]3[C:4](=[CH:5][CH:6]=[CH:7][CH:8]=3)[CH:3]=[CH:2]2)=[CH:12][CH:13]=1. (5) Given the reactants [NH2:1][CH2:2][C:3]([C:6]1[CH:7]=[C:8]([NH:12][C:13](=[O:24])[C:14]2[CH:19]=[CH:18][C:17]([O:20][CH3:21])=[C:16]([O:22][CH3:23])[CH:15]=2)[CH:9]=[CH:10][CH:11]=1)([CH3:5])[CH3:4].[CH3:25][N:26]1[C:34]2[C:29](=[CH:30][CH:31]=[CH:32][CH:33]=2)[C:28]([C:35](Cl)=[O:36])=[N:27]1.N1C=CC=CC=1, predict the reaction product. The product is: [CH3:23][O:22][C:16]1[CH:15]=[C:14]([CH:19]=[CH:18][C:17]=1[O:20][CH3:21])[C:13]([NH:12][C:8]1[CH:7]=[C:6]([C:3]([CH3:5])([CH3:4])[CH2:2][NH:1][C:35]([C:28]2[C:29]3[C:34](=[CH:33][CH:32]=[CH:31][CH:30]=3)[N:26]([CH3:25])[N:27]=2)=[O:36])[CH:11]=[CH:10][CH:9]=1)=[O:24]. (6) Given the reactants [C:1]([O:5][C:6](=[O:20])[CH2:7][O:8][C:9]1[CH:18]=[CH:17][C:16]2[C:11](=[CH:12][CH:13]=[CH:14][CH:15]=2)[C:10]=1Br)([CH3:4])([CH3:3])[CH3:2].[C:21]([C:23]1[CH:28]=[CH:27][CH:26]=[C:25]([S:29]([CH2:32][CH2:33][CH3:34])(=[O:31])=[O:30])[CH:24]=1)#[CH:22].C1C=CC(P(C2C=CC=CC=2)C2C=CC=CC=2)=CC=1.N1CCCCC1, predict the reaction product. The product is: [C:1]([O:5][C:6](=[O:20])[CH2:7][O:8][C:9]1[CH:18]=[CH:17][C:16]2[C:11](=[CH:12][CH:13]=[CH:14][CH:15]=2)[C:10]=1[C:22]#[C:21][C:23]1[CH:28]=[CH:27][CH:26]=[C:25]([S:29]([CH2:32][CH2:33][CH3:34])(=[O:31])=[O:30])[CH:24]=1)([CH3:4])([CH3:3])[CH3:2]. (7) Given the reactants [CH3:1][O:2][C:3]1[CH:66]=[CH:65][C:6]([CH2:7][O:8][C@H:9]([C@H:51]([CH3:64])[CH2:52][C@@H:53]([CH3:63])[CH2:54][O:55][Si:56]([C:59]([CH3:62])([CH3:61])[CH3:60])([CH3:58])[CH3:57])[C@@H:10]([CH3:50])[C:11]#[C:12][C:13](=[O:49])[CH2:14][C@H:15]([O:41][Si:42]([C:45]([CH3:48])([CH3:47])[CH3:46])([CH3:44])[CH3:43])[C@@H:16]([CH3:40])/[CH:17]=[CH:18]/[CH2:19][O:20][C:21]([C:34]2[CH:39]=[CH:38][CH:37]=[CH:36][CH:35]=2)([C:28]2[CH:33]=[CH:32][CH:31]=[CH:30][CH:29]=2)[C:22]2[CH:27]=[CH:26][CH:25]=[CH:24][CH:23]=2)=[CH:5][CH:4]=1, predict the reaction product. The product is: [CH3:1][O:2][C:3]1[CH:66]=[CH:65][C:6]([CH2:7][O:8][C@H:9]([C@H:51]([CH3:64])[CH2:52][C@@H:53]([CH3:63])[CH2:54][O:55][Si:56]([C:59]([CH3:62])([CH3:61])[CH3:60])([CH3:57])[CH3:58])[C@@H:10]([CH3:50])[C:11]#[C:12][C@@H:13]([OH:49])[CH2:14][C@H:15]([O:41][Si:42]([C:45]([CH3:48])([CH3:47])[CH3:46])([CH3:44])[CH3:43])[C@@H:16]([CH3:40])/[CH:17]=[CH:18]/[CH2:19][O:20][C:21]([C:28]2[CH:29]=[CH:30][CH:31]=[CH:32][CH:33]=2)([C:34]2[CH:35]=[CH:36][CH:37]=[CH:38][CH:39]=2)[C:22]2[CH:23]=[CH:24][CH:25]=[CH:26][CH:27]=2)=[CH:5][CH:4]=1. (8) The product is: [F:1][C:2]1[CH:7]=[C:6]([NH:8][C:16](=[O:21])[CH3:15])[CH:5]=[CH:4][C:3]=1[OH:11]. Given the reactants [F:1][C:2]1[CH:7]=[C:6]([N+:8]([O-])=O)[CH:5]=[CH:4][C:3]=1[OH:11].[N+]([C:15]1C=CC=C[C:16]=1[OH:21])([O-])=O.C(OC(=O)C)(=O)C, predict the reaction product. (9) Given the reactants [C:1]([C:5]1[N:6]=[C:7]([N:16]2[CH2:20][CH2:19][C:18]([F:22])([F:21])[CH2:17]2)[C:8]2[N:13]=[N:12][N:11]([CH2:14][CH3:15])[C:9]=2[N:10]=1)([CH3:4])([CH3:3])[CH3:2].C(C1N=C([N:36]2[CH2:40][CH2:39][C:38](F)(F)[CH2:37]2)C2N=NNC=2N=1)(C)(C)C.[Cl:43]C1C=CN=CC=1CCl, predict the reaction product. The product is: [C:1]([C:5]1[N:6]=[C:7]([N:16]2[CH2:20][CH2:19][C:18]([F:21])([F:22])[CH2:17]2)[C:8]2[N:13]=[N:12][N:11]([CH2:14][C:15]3[C:40]([Cl:43])=[CH:39][CH:38]=[CH:37][N:36]=3)[C:9]=2[N:10]=1)([CH3:2])([CH3:3])[CH3:4].